From a dataset of Peptide-MHC class I binding affinity with 185,985 pairs from IEDB/IMGT. Regression. Given a peptide amino acid sequence and an MHC pseudo amino acid sequence, predict their binding affinity value. This is MHC class I binding data. (1) The peptide sequence is YIACRTSIV. The MHC is H-2-Db with pseudo-sequence H-2-Db. The binding affinity (normalized) is 0. (2) The peptide sequence is STCSAVTDR. The MHC is HLA-A03:01 with pseudo-sequence HLA-A03:01. The binding affinity (normalized) is 0.0442. (3) The peptide sequence is RARLPRPDTR. The MHC is HLA-A31:01 with pseudo-sequence HLA-A31:01. The binding affinity (normalized) is 0.594. (4) The peptide sequence is ANPGRVKDW. The MHC is HLA-A69:01 with pseudo-sequence HLA-A69:01. The binding affinity (normalized) is 0.0847. (5) The peptide sequence is LSAAVKAGA. The MHC is HLA-A02:01 with pseudo-sequence HLA-A02:01. The binding affinity (normalized) is 0.0623. (6) The peptide sequence is KAENTNTSK. The MHC is HLA-A03:01 with pseudo-sequence HLA-A03:01. The binding affinity (normalized) is 0.